Task: Predict the reactants needed to synthesize the given product.. Dataset: Full USPTO retrosynthesis dataset with 1.9M reactions from patents (1976-2016) (1) Given the product [C:22]([Si:19]([CH3:21])([CH3:20])[O:1][C:2]1[CH:3]=[C:4]([CH2:8][CH2:9][NH:10][C:11](=[O:18])[CH2:12][CH2:13][CH2:14][CH2:15][CH2:16][CH3:17])[CH:5]=[CH:6][CH:7]=1)([CH3:25])([CH3:24])[CH3:23], predict the reactants needed to synthesize it. The reactants are: [OH:1][C:2]1[CH:3]=[C:4]([CH2:8][CH2:9][NH:10][C:11](=[O:18])[CH2:12][CH2:13][CH2:14][CH2:15][CH2:16][CH3:17])[CH:5]=[CH:6][CH:7]=1.[Si:19](Cl)([C:22]([CH3:25])([CH3:24])[CH3:23])([CH3:21])[CH3:20].N1C=CN=C1. (2) Given the product [CH3:1][C:2]1[CH:3]=[C:4]([CH:7]=[C:8]([CH3:11])[C:9]=1[O:10][CH2:25][CH2:24][C:14]1[N:15]=[C:16]([C:18]2[CH:23]=[CH:22][CH:21]=[CH:20][CH:19]=2)[O:17][C:13]=1[CH3:12])[CH:5]=[O:6], predict the reactants needed to synthesize it. The reactants are: [CH3:1][C:2]1[CH:3]=[C:4]([CH:7]=[C:8]([CH3:11])[C:9]=1[OH:10])[CH:5]=[O:6].[CH3:12][C:13]1[O:17][C:16]([C:18]2[CH:23]=[CH:22][CH:21]=[CH:20][CH:19]=2)=[N:15][C:14]=1[CH2:24][CH2:25]OS(C)(=O)=O. (3) The reactants are: [I-].C([O:6][C:7](=[O:36])[CH2:8][NH:9][C:10]([O:12][CH2:13][N+:14]1([CH3:35])[CH2:19][CH2:18][N:17]([C:20]2[C:21]3[CH:33]=[C:32]([CH3:34])[S:31][C:22]=3[NH:23][C:24]3[CH:30]=[CH:29][CH:28]=[CH:27][C:25]=3[N:26]=2)[CH2:16][CH2:15]1)=[O:11])(C)(C)C.[ClH:37].C(OCC)C. Given the product [Cl-:37].[C:7]([CH2:8][NH:9][C:10]([O:12][CH2:13][N+:14]1([CH3:35])[CH2:15][CH2:16][N:17]([C:20]2[C:21]3[CH:33]=[C:32]([CH3:34])[S:31][C:22]=3[NH:23][C:24]3[CH:30]=[CH:29][CH:28]=[CH:27][C:25]=3[N:26]=2)[CH2:18][CH2:19]1)=[O:11])([OH:36])=[O:6], predict the reactants needed to synthesize it. (4) Given the product [Cl:1][C:2]1[CH:7]=[C:6]([Cl:8])[C:5]([F:9])=[CH:4][C:3]=1[CH:10]([C:12]1[CH:13]=[CH:14][CH:15]=[CH:16][CH:17]=1)[NH:11][C:26](=[O:27])[CH2:25][C:22]1[CH:23]=[CH:24][C:19]([OH:18])=[CH:20][CH:21]=1, predict the reactants needed to synthesize it. The reactants are: [Cl:1][C:2]1[CH:7]=[C:6]([Cl:8])[C:5]([F:9])=[CH:4][C:3]=1[CH:10]([C:12]1[CH:17]=[CH:16][CH:15]=[CH:14][CH:13]=1)[NH2:11].[OH:18][C:19]1[CH:24]=[CH:23][C:22]([CH2:25][C:26](O)=[O:27])=[CH:21][CH:20]=1. (5) Given the product [OH:31][NH:33][C:27]([C:25]1[CH:24]=[CH:23][C:21]2[CH2:22][N:16]([C:14]([C:6]3[S:7][C:8]4[CH:13]=[CH:12][CH:11]=[CH:10][C:9]=4[C:5]=3[NH:4][CH2:1][CH2:2][CH3:3])=[O:15])[CH2:17][CH2:18][O:19][C:20]=2[CH:26]=1)=[O:29], predict the reactants needed to synthesize it. The reactants are: [CH2:1]([NH:4][C:5]1[C:9]2[CH:10]=[CH:11][CH:12]=[CH:13][C:8]=2[S:7][C:6]=1[C:14]([N:16]1[CH2:22][C:21]2[CH:23]=[CH:24][C:25]([C:27]([O:29]C)=O)=[CH:26][C:20]=2[O:19][CH2:18][CH2:17]1)=[O:15])[CH2:2][CH3:3].[OH-:31].[Na+].[NH2:33]O. (6) Given the product [OH:25][CH2:24][CH2:23][CH2:17][CH2:2][CH2:3][CH2:4][NH:5][C:6]1[CH:13]=[CH:12][C:9]([C:10]#[N:11])=[CH:8][C:7]=1[N+:14]([O-:16])=[O:15], predict the reactants needed to synthesize it. The reactants are: C[CH:2]([CH3:17])[CH2:3][CH2:4][NH:5][C:6]1[CH:13]=[CH:12][C:9]([C:10]#[N:11])=[CH:8][C:7]=1[N+:14]([O-:16])=[O:15].NCCCC[CH2:23][CH2:24][OH:25].